This data is from NCI-60 drug combinations with 297,098 pairs across 59 cell lines. The task is: Regression. Given two drug SMILES strings and cell line genomic features, predict the synergy score measuring deviation from expected non-interaction effect. (1) Drug 1: CCC1=C2CN3C(=CC4=C(C3=O)COC(=O)C4(CC)O)C2=NC5=C1C=C(C=C5)O. Drug 2: CC1C(C(CC(O1)OC2CC(CC3=C2C(=C4C(=C3O)C(=O)C5=CC=CC=C5C4=O)O)(C(=O)C)O)N)O. Cell line: HL-60(TB). Synergy scores: CSS=68.8, Synergy_ZIP=13.1, Synergy_Bliss=6.12, Synergy_Loewe=3.76, Synergy_HSA=9.31. (2) Drug 1: CN(C)C1=NC(=NC(=N1)N(C)C)N(C)C. Drug 2: C1C(C(OC1N2C=NC3=C2NC=NCC3O)CO)O. Cell line: SK-MEL-5. Synergy scores: CSS=-2.39, Synergy_ZIP=3.46, Synergy_Bliss=4.90, Synergy_Loewe=-1.24, Synergy_HSA=-1.29. (3) Drug 1: C1=CC(=CC=C1CCCC(=O)O)N(CCCl)CCCl. Drug 2: C1=NC2=C(N1)C(=S)N=C(N2)N. Cell line: RXF 393. Synergy scores: CSS=26.3, Synergy_ZIP=-8.91, Synergy_Bliss=-3.25, Synergy_Loewe=0.611, Synergy_HSA=1.91. (4) Drug 1: CCC1=CC2CC(C3=C(CN(C2)C1)C4=CC=CC=C4N3)(C5=C(C=C6C(=C5)C78CCN9C7C(C=CC9)(C(C(C8N6C)(C(=O)OC)O)OC(=O)C)CC)OC)C(=O)OC.C(C(C(=O)O)O)(C(=O)O)O. Drug 2: B(C(CC(C)C)NC(=O)C(CC1=CC=CC=C1)NC(=O)C2=NC=CN=C2)(O)O. Cell line: NCI-H322M. Synergy scores: CSS=19.9, Synergy_ZIP=2.94, Synergy_Bliss=4.29, Synergy_Loewe=3.08, Synergy_HSA=2.75. (5) Drug 1: CC1=C(C=C(C=C1)C(=O)NC2=CC(=CC(=C2)C(F)(F)F)N3C=C(N=C3)C)NC4=NC=CC(=N4)C5=CN=CC=C5. Drug 2: COC1=NC(=NC2=C1N=CN2C3C(C(C(O3)CO)O)O)N. Cell line: MCF7. Synergy scores: CSS=-4.70, Synergy_ZIP=3.86, Synergy_Bliss=4.67, Synergy_Loewe=-4.12, Synergy_HSA=-4.11. (6) Drug 1: C1CC(C1)(C(=O)O)C(=O)O.[NH2-].[NH2-].[Pt+2]. Drug 2: CC12CCC3C(C1CCC2O)C(CC4=C3C=CC(=C4)O)CCCCCCCCCS(=O)CCCC(C(F)(F)F)(F)F. Cell line: BT-549. Synergy scores: CSS=-2.73, Synergy_ZIP=-0.926, Synergy_Bliss=-3.03, Synergy_Loewe=-4.67, Synergy_HSA=-4.84.